Task: Predict the reactants needed to synthesize the given product.. Dataset: Full USPTO retrosynthesis dataset with 1.9M reactions from patents (1976-2016) (1) The reactants are: [NH2:1][C:2]1[CH:3]=[C:4]2[C:9](=[CH:10][CH:11]=1)[N:8]=[CH:7][C:6]([C:12]#[N:13])=[C:5]2[NH:14][C:15]1[CH:20]=[CH:19][C:18]([F:21])=[C:17]([Cl:22])[CH:16]=1.[CH3:23][N:24]1[C:28]([CH:29]=O)=[CH:27][C:26]([CH3:31])=[N:25]1.[BH3-]C#N.[Na+]. Given the product [Cl:22][C:17]1[CH:16]=[C:15]([NH:14][C:5]2[C:4]3[C:9](=[CH:10][CH:11]=[C:2]([NH:1][CH2:29][C:28]4[N:24]([CH3:23])[N:25]=[C:26]([CH3:31])[CH:27]=4)[CH:3]=3)[N:8]=[CH:7][C:6]=2[C:12]#[N:13])[CH:20]=[CH:19][C:18]=1[F:21], predict the reactants needed to synthesize it. (2) Given the product [CH2:44]([O:43][C:41](=[O:46])[NH:42][C:30]1[CH:29]=[C:28]([C:24]2[CH:25]=[CH:26][CH:27]=[C:22]([O:21][CH2:20][CH:9]([O:8][Si:1]([C:4]([CH3:7])([CH3:6])[CH3:5])([CH3:3])[CH3:2])[CH2:10][N:11]([C:12]([O:13][C:14]([CH3:17])([CH3:16])[CH3:15])=[O:18])[CH3:19])[CH:23]=2)[N:33]=[C:32]2[N:34]([CH:37]([CH3:39])[CH3:38])[N:35]=[CH:36][C:31]=12)[CH3:45], predict the reactants needed to synthesize it. The reactants are: [Si:1]([O:8][CH:9]([CH2:20][O:21][C:22]1[CH:27]=[CH:26][CH:25]=[C:24]([C:28]2[N:33]=[C:32]3[N:34]([CH:37]([CH3:39])[CH3:38])[N:35]=[CH:36][C:31]3=[C:30](Cl)[CH:29]=2)[CH:23]=1)[CH2:10][N:11]([CH3:19])[C:12](=[O:18])[O:13][C:14]([CH3:17])([CH3:16])[CH3:15])([C:4]([CH3:7])([CH3:6])[CH3:5])([CH3:3])[CH3:2].[C:41](=[O:46])([O:43][CH2:44][CH3:45])[NH2:42].CC(C1C=C(C(C)C)C(C2C=CC=CC=2P(C2CCCCC2)C2CCCCC2)=C(C(C)C)C=1)C.C([O-])([O-])=O.[Cs+].[Cs+]. (3) Given the product [C:7]([C:9]1[CH:14]=[CH:13][C:12]([B:15]([OH:17])[OH:16])=[C:11]([O:18][CH3:19])[CH:10]=1)([OH:8])=[O:6], predict the reactants needed to synthesize it. The reactants are: O.[OH-].[Li+].C([O:6][C:7]([C:9]1[CH:14]=[CH:13][C:12]([B:15]([OH:17])[OH:16])=[C:11]([O:18][CH3:19])[CH:10]=1)=[O:8])C.O.Cl.